This data is from Full USPTO retrosynthesis dataset with 1.9M reactions from patents (1976-2016). The task is: Predict the reactants needed to synthesize the given product. (1) Given the product [Cl:41][C:38]1[CH:39]=[CH:40][C:35]([CH:32]2[CH2:31][CH2:30][N:29]([C:27](=[O:28])[CH:26]([NH:25][C:11](=[O:19])[C:12]3[CH:13]=[CH:14][CH:15]=[CH:16][CH:17]=3)[C:42]([CH3:43])([CH3:45])[CH3:44])[CH2:34][CH2:33]2)=[CH:36][CH:37]=1, predict the reactants needed to synthesize it. The reactants are: C1C=CC2N(O)N=NC=2C=1.[C:11]([OH:19])(=O)[C:12]1[CH:17]=[CH:16][CH:15]=[CH:14][CH:13]=1.C(Cl)CCl.Cl.[NH2:25][CH:26]([C:42]([CH3:45])([CH3:44])[CH3:43])[C:27]([N:29]1[CH2:34][CH2:33][CH:32]([C:35]2[CH:40]=[CH:39][C:38]([Cl:41])=[CH:37][CH:36]=2)[CH2:31][CH2:30]1)=[O:28]. (2) Given the product [CH3:9][S:10]([O:8][C@@H:3]1[CH2:4][CH2:5][CH2:6][CH2:7][C@@H:2]1[CH3:1])(=[O:12])=[O:11], predict the reactants needed to synthesize it. The reactants are: [CH3:1][C@H:2]1[CH2:7][CH2:6][CH2:5][CH2:4][C@H:3]1[OH:8].[CH3:9][S:10](Cl)(=[O:12])=[O:11].O. (3) Given the product [C:4]([C:3]1[CH:12]=[CH:13][CH:14]=[CH:15][C:2]=1[S:1][CH2:25][C:18]([CH2:16][CH3:17])([CH2:21][CH2:22][CH2:23][CH3:24])[CH:19]=[O:20])(=[O:5])[C:6]1[CH:11]=[CH:10][CH:9]=[CH:8][CH:7]=1, predict the reactants needed to synthesize it. The reactants are: [SH:1][C:2]1[CH:15]=[CH:14][CH:13]=[CH:12][C:3]=1[C:4]([C:6]1[CH:11]=[CH:10][CH:9]=[CH:8][CH:7]=1)=[O:5].[CH2:16]([C:18]([CH2:25]OS(C)(=O)=O)([CH2:21][CH2:22][CH2:23][CH3:24])[CH:19]=[O:20])[CH3:17].C(N(CC)CC)C.Cl. (4) The reactants are: [C:1]([C:4]1[CH:20]=[CH:19][C:18]([Br:21])=[CH:17][C:5]=1[O:6][CH2:7][CH2:8][NH:9]C(=O)OC(C)(C)C)(=O)[CH3:2]. Given the product [Br:21][C:18]1[CH:19]=[CH:20][C:4]2[C:1]([CH3:2])=[N:9][CH2:8][CH2:7][O:6][C:5]=2[CH:17]=1, predict the reactants needed to synthesize it. (5) Given the product [Si:1]([O:8][CH2:9][C:10]([CH2:21][S:41][CH3:40])([C:16]([O:18][CH2:19][CH3:20])=[O:17])[C:11]([O:13][CH2:14][CH3:15])=[O:12])([C:4]([CH3:7])([CH3:6])[CH3:5])([CH3:3])[CH3:2], predict the reactants needed to synthesize it. The reactants are: [Si:1]([O:8][CH2:9][C:10]([CH2:21]O)([C:16]([O:18][CH2:19][CH3:20])=[O:17])[C:11]([O:13][CH2:14][CH3:15])=[O:12])([C:4]([CH3:7])([CH3:6])[CH3:5])([CH3:3])[CH3:2].C(OC(=O)C)(=O)C.C(O)(=O)C.C([O-])([O-])=O.[Na+].[Na+].[CH3:40][S:41](C)=O.